Dataset: Peptide-MHC class II binding affinity with 134,281 pairs from IEDB. Task: Regression. Given a peptide amino acid sequence and an MHC pseudo amino acid sequence, predict their binding affinity value. This is MHC class II binding data. (1) The peptide sequence is GKATLECQVQTAVDFKK. The MHC is HLA-DQA10303-DQB10402 with pseudo-sequence HLA-DQA10303-DQB10402. The binding affinity (normalized) is 0. (2) The peptide sequence is QITKIQNFRVYYRDSRDPIW. The MHC is DRB1_1602 with pseudo-sequence DRB1_1602. The binding affinity (normalized) is 0.818. (3) The peptide sequence is ALKESWGAIWRIDTP. The MHC is DRB3_0202 with pseudo-sequence DRB3_0202. The binding affinity (normalized) is 0.160.